Dataset: Peptide-MHC class I binding affinity with 185,985 pairs from IEDB/IMGT. Task: Regression. Given a peptide amino acid sequence and an MHC pseudo amino acid sequence, predict their binding affinity value. This is MHC class I binding data. (1) The peptide sequence is TSFFYRYGFV. The MHC is HLA-A02:02 with pseudo-sequence HLA-A02:02. The binding affinity (normalized) is 0.352. (2) The peptide sequence is LTIERMVL. The MHC is H-2-Kb with pseudo-sequence H-2-Kb. The binding affinity (normalized) is 0.149. (3) The peptide sequence is LLGDSDSVA. The MHC is HLA-A02:01 with pseudo-sequence HLA-A02:01. The binding affinity (normalized) is 0.240. (4) The binding affinity (normalized) is 0.0847. The peptide sequence is SSDDIPPRW. The MHC is HLA-A02:01 with pseudo-sequence HLA-A02:01. (5) The peptide sequence is ILNRKAIDF. The MHC is HLA-A02:01 with pseudo-sequence HLA-A02:01. The binding affinity (normalized) is 0.0847. (6) The peptide sequence is TGIVSSMHY. The MHC is HLA-A69:01 with pseudo-sequence HLA-A69:01. The binding affinity (normalized) is 0.0847. (7) The peptide sequence is LGSTGSMVW. The MHC is Mamu-B17 with pseudo-sequence Mamu-B17. The binding affinity (normalized) is 0.660.